Dataset: Full USPTO retrosynthesis dataset with 1.9M reactions from patents (1976-2016). Task: Predict the reactants needed to synthesize the given product. (1) Given the product [Cl:1][C:2]1[CH:3]=[C:4]([N:8]([CH2:9][C:10]2[C:19]3[C:14](=[C:15]([F:20])[CH:16]=[CH:17][CH:18]=3)[NH:13][C:12](=[O:21])[CH:11]=2)[C:26](=[O:27])[C:25]2[CH:29]=[CH:30][CH:31]=[CH:32][C:24]=2[C:22]#[N:23])[CH:5]=[CH:6][CH:7]=1, predict the reactants needed to synthesize it. The reactants are: [Cl:1][C:2]1[CH:3]=[C:4]([NH:8][CH2:9][C:10]2[C:19]3[C:14](=[C:15]([F:20])[CH:16]=[CH:17][CH:18]=3)[NH:13][C:12](=[O:21])[CH:11]=2)[CH:5]=[CH:6][CH:7]=1.[C:22]([C:24]1[CH:32]=[CH:31][CH:30]=[CH:29][C:25]=1[C:26](O)=[O:27])#[N:23]. (2) The reactants are: [Cl:1][C:2]1[CH:7]=[CH:6][CH:5]=[C:4]([Cl:8])[C:3]=1[NH:9][C:10]1[N:14]2[CH:15]=[CH:16][CH:17]=[N:18][C:13]2=[N:12][C:11]=1[C:19]1[C:27]([O:28][CH3:29])=[CH:26][C:25]([O:30][CH3:31])=[CH:24][C:20]=1[C:21]([OH:23])=O.Cl.CON.C[N:37]1CCO[CH2:39][CH2:38]1. Given the product [Cl:1][C:2]1[CH:7]=[CH:6][CH:5]=[C:4]([Cl:8])[C:3]=1[NH:9][C:10]1[N:14]2[CH:15]=[CH:16][CH:17]=[N:18][C:13]2=[N:12][C:11]=1[C:19]1[C:27]([O:28][CH3:29])=[CH:26][C:25]([O:30][CH3:31])=[CH:24][C:20]=1[C:21]([NH:37][CH2:38][CH3:39])=[O:23], predict the reactants needed to synthesize it.